Dataset: Reaction yield outcomes from USPTO patents with 853,638 reactions. Task: Predict the reaction yield, written as a fraction of the theoretical maximum amount of product (1.0 means a 100% yield; for example, 0.34 means a 34% yield). The reactants are [CH2:1]([O:3][C:4](=[O:28])[CH2:5][N:6]1[C:14]2[C:9](=[CH:10][CH:11]=[CH:12][CH:13]=2)[C:8]([C:17]2[C:25](O)=[CH:24][C:20]3[O:21][CH2:22][O:23][C:19]=3[CH:18]=2)([CH2:15][OH:16])[C:7]1=[O:27])[CH3:2].C1(CCN2C3C(=CC=CC=3)C(C3C(O)=CC4OCOC=4C=3)(CO)C2=O)CC1. No catalyst specified. The product is [CH2:1]([O:3][C:4](=[O:28])[CH2:5][N:6]1[C:14]2[C:9](=[CH:10][CH:11]=[CH:12][CH:13]=2)[C:8]2([C:17]3=[CH:18][C:19]4[O:23][CH2:22][O:21][C:20]=4[CH:24]=[C:25]3[O:16][CH2:15]2)[C:7]1=[O:27])[CH3:2]. The yield is 0.900.